This data is from Forward reaction prediction with 1.9M reactions from USPTO patents (1976-2016). The task is: Predict the product of the given reaction. (1) Given the reactants [CH3:1][O:2][C:3]1[CH:10]=CC(NC)=C[CH:4]=1.[CH2:11]([N:13]([CH:17]([CH3:19])[CH3:18])[CH:14](C)C)C.ClC(Cl)([O:23]C(=O)OC(Cl)(Cl)Cl)Cl.Cl.[F:33][C:34]1[CH:35]=[C:36]([C:42]([CH:44]2[CH2:49][CH2:48][NH:47][CH2:46][CH2:45]2)=[O:43])[CH:37]=[CH:38][C:39]=1[O:40][CH3:41], predict the reaction product. The product is: [CH3:1][O:2][C:3]1[CH:10]=[CH:19][C:17]([N:13]([CH3:11])[C:14]([N:47]2[CH2:46][CH2:45][CH:44]([C:42](=[O:43])[C:36]3[CH:37]=[CH:38][C:39]([O:40][CH3:41])=[C:34]([F:33])[CH:35]=3)[CH2:49][CH2:48]2)=[O:23])=[CH:18][CH:4]=1. (2) Given the reactants [N:1]([CH2:4][CH:5]([F:10])[CH2:6][CH2:7][C:8]#[N:9])=[N+:2]=[N-:3].[C:11]([O:15][CH2:16][CH3:17])(=[O:14])[C:12]#[CH:13], predict the reaction product. The product is: [C:8]([CH2:7][CH2:6][CH:5]([F:10])[CH2:4][N:1]1[CH:13]=[C:12]([C:11]([O:15][CH2:16][CH3:17])=[O:14])[N:3]=[N:2]1)#[N:9]. (3) Given the reactants [C:1]([O:4][CH2:5][CH2:6][O:7][CH:8]([O:37][CH2:38][CH2:39][O:40][C:41](=[O:43])[CH3:42])[O:9][C@@H:10]1[C@H:14]([O:15][Si](C(C)(C)C)(C)C)[C@@H:13]([CH:23](I)O)[O:12][C@H:11]1[N:26]1[CH:36]=[CH:35][C:30]([NH:31][C:32](=[O:34])[CH3:33])=[N:29][C:27]1=[O:28])(=[O:3])[CH3:2].CCN(C(C)C)C(C)C.CCCC[N+](CCCC)(CCCC)CCCC.[F-], predict the reaction product. The product is: [C:1]([O:4][CH2:5][CH2:6][O:7][CH:8]([O:37][CH2:38][CH2:39][O:40][C:41](=[O:43])[CH3:42])[O:9][C@@H:10]1[C@H:14]([OH:15])[C@@H:13]([CH3:23])[O:12][C@H:11]1[N:26]1[CH:36]=[CH:35][C:30]([NH:31][C:32](=[O:34])[CH3:33])=[N:29][C:27]1=[O:28])(=[O:3])[CH3:2]. (4) The product is: [CH:1]1([C:7]2[C:8]3[CH:9]=[CH:10][C:11]([C:32]([NH:34][S:35]([N:38]([CH3:39])[CH2:40][CH:41]=[O:42])(=[O:36])=[O:37])=[O:33])=[CH:12][C:13]=3[N:14]3[C:21]=2[C:20]2[CH:22]=[CH:23][CH:24]=[CH:25][C:19]=2[O:18][CH2:17][CH:16]([CH2:26][O:27][CH2:28][CH2:29][NH:30][CH3:31])[CH2:15]3)[CH2:2][CH2:3][CH2:4][CH2:5][CH2:6]1. Given the reactants [CH:1]1([C:7]2[C:8]3[CH:9]=[CH:10][C:11]([C:32]([NH:34][S:35]([N:38]([CH2:40][CH:41](OC)[O:42]C)[CH3:39])(=[O:37])=[O:36])=[O:33])=[CH:12][C:13]=3[N:14]3[C:21]=2[C:20]2[CH:22]=[CH:23][CH:24]=[CH:25][C:19]=2[O:18][CH2:17][CH:16]([CH2:26][O:27][CH2:28][CH2:29][NH:30][CH3:31])[CH2:15]3)[CH2:6][CH2:5][CH2:4][CH2:3][CH2:2]1.C(O)(C(F)(F)F)=O.O, predict the reaction product.